Dataset: Peptide-MHC class I binding affinity with 185,985 pairs from IEDB/IMGT. Task: Regression. Given a peptide amino acid sequence and an MHC pseudo amino acid sequence, predict their binding affinity value. This is MHC class I binding data. (1) The peptide sequence is DLLENLQAY. The MHC is HLA-A24:02 with pseudo-sequence HLA-A24:02. The binding affinity (normalized) is 0.0847. (2) The peptide sequence is GVTFQGKFK. The MHC is HLA-A33:01 with pseudo-sequence HLA-A33:01. The binding affinity (normalized) is 0. (3) The peptide sequence is REPTDQKQF. The MHC is HLA-B44:02 with pseudo-sequence HLA-B44:02. The binding affinity (normalized) is 0.334. (4) The MHC is Mamu-A11 with pseudo-sequence Mamu-A11. The binding affinity (normalized) is 0. The peptide sequence is GMSPSYVKY. (5) The MHC is HLA-B40:01 with pseudo-sequence HLA-B40:01. The peptide sequence is KSRCASPST. The binding affinity (normalized) is 0.0847. (6) The peptide sequence is FISIYSRPKI. The MHC is HLA-A68:02 with pseudo-sequence HLA-A68:02. The binding affinity (normalized) is 0.410. (7) The peptide sequence is LRWASGVSE. The MHC is HLA-A02:12 with pseudo-sequence HLA-A02:12. The binding affinity (normalized) is 0.0847. (8) The peptide sequence is AVYLLDGLR. The binding affinity (normalized) is 0.0847. The MHC is HLA-B58:01 with pseudo-sequence HLA-B58:01. (9) The binding affinity (normalized) is 0.0847. The MHC is HLA-A24:02 with pseudo-sequence HLA-A24:02. The peptide sequence is ELDEIGEDV. (10) The peptide sequence is LLATVTGGI. The MHC is HLA-A02:03 with pseudo-sequence HLA-A02:03. The binding affinity (normalized) is 0.882.